Dataset: Drug-target binding data from BindingDB using Ki measurements. Task: Regression. Given a target protein amino acid sequence and a drug SMILES string, predict the binding affinity score between them. We predict pKi (pKi = -log10(Ki in M); higher means stronger inhibition). Dataset: bindingdb_ki. (1) The small molecule is O=C(O)/C(=C\CCO)[C@@H](O)C(=O)O. The target protein (P40495) has sequence MFRSVATRLSACRGLASNAARKSLTIGLIPGDGIGKEVIPAGKQVLENLNSKHGLSFNFIDLYAGFQTFQETGKALPDETVKVLKEQCQGALFGAVQSPTTKVEGYSSPIVALRREMGLFANVRPVKSVEGEKGKPIDMVIVRENTEDLYIKIEKTYIDKATGTRVADATKRISEIATRRIATIALDIALKRLQTRGQATLTVTHKSNVLSQSDGLFREICKEVYESNKDKYGQIKYNEQIVDSMVYRLFREPQCFDVIVAPNLYGDILSDGAAALVGSLGVVPSANVGPEIVIGEPCHGSAPDIAGKGIANPIATIRSTALMLEFLGHNEAAQDIYKAVDANLREGSIKTPDLGGKASTQQVVDDVLSRL. The pKi is 3.3. (2) The small molecule is O=C(Nc1ccc(C(=O)Nc2ccc(C(=O)Nc3ccc(S(=O)(=O)[O-])c4cc(S(=O)(=O)[O-])cc(S(=O)(=O)[O-])c34)cc2)cc1)Nc1ccc(C(=O)Nc2ccc(C(=O)Nc3ccc(S(=O)(=O)[O-])c4cc(S(=O)(=O)[O-])cc(S(=O)(=O)[O-])c34)cc2)cc1. The target protein sequence is TCRFHPDKAPFCPILRVGDVVKFAGQDFAKLARTGGVLGIKIGWVCDLDRAWDQCIPKYSFTRLDGVSEKSSVSPGYNFRFA. The pKi is 5.8. (3) The compound is CNC(=O)[C@H]1O[C@@H](n2cnc3c(NCc4cccc(I)c4)ncnc32)[C@H](O)[C@@H]1O. The target protein (Q61618) has sequence MEADNTTETDWLNITYITMEAAIGLCAVVGNMLVIWVVKLNPTLRTTTVYFIVSLALADIAVGVLVIPLAIAVSLQVKMHFYACLFMSCVLLIFTHASIMSLLAIAVHRYLRVKLTVRYRTVTTQRRIWLFLGLCWLVSFLVGLTPMFGWNRKATLASSQNSSTLLCHFRSVVSLDYMVFFSFITWILVPLVVMCIIYLDIFYIIRNKLSQNLTGFRETRAFYGREFKTAKSLFLVLFLFALCWLPLSIINFVSYFDVKIPDVAMCLGILLSHANSMMNPIVYACKIKKFKETYFLILRAVRLCQTSDSLDSNMEQTTE. The pKi is 9.7. (4) The pKi is 6.0. The small molecule is COC(=O)[C@H]1[C@@H](O)CC[C@H]2CN3CCc4c([nH]c5ccccc45)[C@@H]3C[C@@H]21. The target protein (P32305) has sequence MMDVNSSGRPDLYGHLRSLILPEVGRGLQDLSPDGGAHPVVSSWMPHLLSGFLEVTASPAPTWDAPPDNVSGCGEQINYGRVEKVVIGSILTLITLLTIAGNCLVVISVCFVKKLRQPSNYLIVSLALADLSVAVAVMPFVSVTDLIGGKWIFGHFFCNVFIAMDVMCCTASIMTLCVISIDRYLGITRPLTYPVRQNGKCMAKMILSVWLLSASITLPPLFGWAQNVNDDKVCLISQDFGYTIYSTAVAFYIPMSVMLFMYYQIYKAARKSAAKHKFPGFPRVQPESVISLNGVVKLQKEVEECANLSRLLKHERKNISIFKREQKAATTLGIIVGAFTVCWLPFFLLSTARPFICGTSCSCIPLWVERTCLWLGYANSLINPFIYAFFNRDLRTTYRSLLQCQYRNINRKLSAAGMHEALKLAERPERSEFVLQNSDHCGKKGHDT. (5) The small molecule is CCCCc1c(C)nc2ccccc2c1SCCC#N. The target protein (O60551) has sequence MAEDSESAASQQSLELDDQDTCGIDGDNEEETEHAKGSPGGYLGAKKKKKKQKRKKEKPNSGGTKSDSASDSQEIKIQQPSKNPSVPMQKLQDIQRAMELLSACQGPARNIDEAAKHRYQFWDTQPVPKLDEVITSHGAIEPDKDNVRQEPYSLPQGFMWDTLDLSDAEVLKELYTLLNENYVEDDDNMFRFDYSPEFLLWALRPPGWLLQWHCGVRVSSNKKLVGFISAIPANIRIYDSVKKMVEINFLCVHKKLRSKRVAPVLIREITRRVNLEGIFQAVYTAGVVLPKPIATCRYWHRSLNPRKLVEVKFSHLSRNMTLQRTMKLYRLPDVTKTSGLRPMEPKDIKSVRELINTYLKQFHLAPVMDEEEVAHWFLPREHIIDTFVVESPNGKLTDFLSFYTLPSTVMHHPAHKSLKAAYSFYNIHTETPLLDLMSDALILAKSKGFDVFNALDLMENKTFLEKLKFGIGDGNLQYYLYNWRCPGTDSEKVGLVLQ. The pKi is 4.0. (6) The compound is CC[C@H](C)[C@H](NC(=O)[C@H](CCCN=C(N)N)NC(=O)[C@H](CCCN=C(N)N)NC(=O)[C@H](CC(C)C)NC(=O)[C@H](Cc1ccccc1)NC(=O)[C@H](CC(=O)O)NC(=O)CNC(=O)[C@@H](N)Cc1ccc(O)cc1)C(=O)N[C@@H](CCCN=C(N)N)C(=O)N1CCC[C@H]1C(=O)N[C@@H](CCCCN)C(=O)N[C@@H](CC(C)C)C(=O)N[C@@H](CCCCN)C(=O)O. The target protein (P41144) has sequence MGRRRQGPAQPASELPARNACLLPNGSAWLPGWAEPDGNGSAGPQDEQLEPAHISPAIPVIITAVYSVVFVVGLVGNSLVMFVIIRYTKMKTATNIYIFNLALADALVTTTMPFQSTVYLMNSWPFGDVLCKIVISIDYYNMFTSIFTLTMMSVDRYIAVCHPVKALDFRTPLKAKIINICIWLLSSSVGISAIILGGTKVREDVDIIECSLQFPDDDYSWWDLFMKICVFVFAFVIPVLIIIVCYTLMILRLKSVRLLSGSREKDRNLRRITRLVLVVVAVFIICWTPIHIFILVEALGSTSHSTAALSSYYFCIALGYTNSSLNPILYAFLDENFKRCFRDFCFPIKMRMERQSTSRVRNTVQDPAYMRNVDGVNKPV. The pKi is 7.5. (7) The small molecule is CCCCCCc1c(O)c2ccccc2oc1=O. The target protein (Q6TEK4) has sequence MGTTWRSPGRLRLALCLAGLALSLYALHVKAARARNEDYRALCDVGTAISCSRVFSSRWGRGFGLVEHVLGADSILNQSNSIFGCMFYTIQLLLGCLRGRWASILLILSSLVSVAGSLYLAWILFFVLYDFCIVCITTYAINAGLMLLSFQKVPEHKVKKP. The pKi is 5.4.